From a dataset of Catalyst prediction with 721,799 reactions and 888 catalyst types from USPTO. Predict which catalyst facilitates the given reaction. (1) Reactant: [CH:1]1([CH2:4][O:5][C:6]2[CH:7]=[CH:8][C:9]([C:12]#[C:13][Si](C)(C)C)=[N:10][CH:11]=2)[CH2:3][CH2:2]1.[F-].C([N+](CCCC)(CCCC)CCCC)CCC. Product: [CH:1]1([CH2:4][O:5][C:6]2[CH:7]=[CH:8][C:9]([C:12]#[CH:13])=[N:10][CH:11]=2)[CH2:2][CH2:3]1. The catalyst class is: 1. (2) Reactant: COC1C=C(OC)C=CC=1C[N:6]([C:29]1[CH:34]=[CH:33][N:32]=[CH:31][N:30]=1)[S:7]([C:10]1[CH:15]=[CH:14][C:13]([O:16][C@H:17]2[CH2:21][CH2:20][CH2:19][C@@H:18]2[C:22]2[N:26]([CH3:27])[N:25]=[CH:24][CH:23]=2)=[CH:12][C:11]=1[F:28])(=[O:9])=[O:8].C([SiH](CC)CC)C. Product: [F:28][C:11]1[CH:12]=[C:13]([O:16][C@H:17]2[CH2:21][CH2:20][CH2:19][C@@H:18]2[C:22]2[N:26]([CH3:27])[N:25]=[CH:24][CH:23]=2)[CH:14]=[CH:15][C:10]=1[S:7]([NH:6][C:29]1[CH:34]=[CH:33][N:32]=[CH:31][N:30]=1)(=[O:8])=[O:9]. The catalyst class is: 281. (3) Product: [C:33]([O:37][C:38]([NH:39][CH2:40][CH2:41][CH2:42][N:8]1[C:9]2[CH:10]=[C:11]3[CH2:18][CH2:17][CH2:16][CH2:15][C:12]3=[CH:13][C:14]=2[C:5]2=[N:4][N:3]([C:20]([O:22][C:23]([CH3:26])([CH3:25])[CH3:24])=[O:21])[C:2]([CH3:1])=[C:6]2[C:7]1=[O:19])=[O:44])([CH3:36])([CH3:35])[CH3:34]. Reactant: [CH3:1][C:2]1[N:3]([C:20]([O:22][C:23]([CH3:26])([CH3:25])[CH3:24])=[O:21])[N:4]=[C:5]2[C:14]3[CH:13]=[C:12]4[CH2:15][CH2:16][CH2:17][CH2:18][C:11]4=[CH:10][C:9]=3[NH:8][C:7](=[O:19])[C:6]=12.C(=O)([O-])[O-].[Cs+].[Cs+].[C:33]([O:37][C:38](=[O:44])[NH:39][CH2:40][CH2:41][CH2:42]Br)([CH3:36])([CH3:35])[CH3:34]. The catalyst class is: 3. (4) Reactant: [C:14]1(P([C:14]2[CH:19]=[CH:18][CH:17]=[CH:16][CH:15]=2)[C:14]2[CH:19]=[CH:18][CH:17]=[CH:16][CH:15]=2)[CH:19]=[CH:18][CH:17]=[CH:16][CH:15]=1.[C:20]1(=[O:30])[NH:24][C:23](=[O:25])[C:22]2=[CH:26][CH:27]=[CH:28][CH:29]=[C:21]12.N(C(OCC)=O)=N[C:33](OCC)=O. Product: [C@@H:14]12[CH2:33][C@@H:17]([CH2:16][CH2:15]1)[CH2:18][C@@H:19]2[N:24]1[C:20](=[O:30])[C:21]2[C:22](=[CH:26][CH:27]=[CH:28][CH:29]=2)[C:23]1=[O:25]. The catalyst class is: 1. (5) Reactant: B.O1CCCC1.[CH3:7][O:8][C:9](=[O:27])[CH2:10][CH2:11][CH2:12][CH2:13][CH2:14][CH2:15][CH2:16][C:17](=O)[N:18]([CH3:25])[C:19]1[CH:24]=[CH:23][CH:22]=[CH:21][CH:20]=1.S(=O)(=O)(O)O.C(=O)([O-])[O-].[Na+].[Na+]. Product: [CH3:7][O:8][C:9](=[O:27])[CH2:10][CH2:11][CH2:12][CH2:13][CH2:14][CH2:15][CH2:16][CH2:17][N:18]([CH3:25])[C:19]1[CH:20]=[CH:21][CH:22]=[CH:23][CH:24]=1. The catalyst class is: 83.